Dataset: Forward reaction prediction with 1.9M reactions from USPTO patents (1976-2016). Task: Predict the product of the given reaction. (1) Given the reactants [CH3:1][O:2][C:3]1[CH:8]=[CH:7][C:6]([N:9]2[C:13]([NH2:14])=[CH:12][C:11]([CH3:15])=[N:10]2)=[CH:5][CH:4]=1.[CH2:16]([O:18][C:19](=[O:26])[C:20](=O)[CH2:21][C:22](=O)[CH3:23])[CH3:17], predict the reaction product. The product is: [CH2:16]([O:18][C:19]([C:20]1[C:12]2[C:11]([CH3:15])=[N:10][N:9]([C:6]3[CH:5]=[CH:4][C:3]([O:2][CH3:1])=[CH:8][CH:7]=3)[C:13]=2[N:14]=[C:22]([CH3:23])[CH:21]=1)=[O:26])[CH3:17]. (2) Given the reactants C[O:2][C:3](=[O:17])[C:4]1[CH:9]=[CH:8][C:7]([Br:10])=[CH:6][C:5]=1[S:11][C:12](=[O:16])[N:13]([CH3:15])[CH3:14].O.[OH-].[Li+], predict the reaction product. The product is: [Br:10][C:7]1[CH:8]=[CH:9][C:4]([C:3]([OH:17])=[O:2])=[C:5]([S:11][C:12](=[O:16])[N:13]([CH3:14])[CH3:15])[CH:6]=1. (3) The product is: [Br:1][C:2]1[CH:11]=[CH:10][C:9]2[C:4](=[C:5]([F:13])[C:6]([F:12])=[CH:7][CH:8]=2)[C:3]=1[CH:14]=[O:15]. Given the reactants [Br:1][C:2]1[CH2:11][CH2:10][C:9]2[C:4](=[C:5]([F:13])[C:6]([F:12])=[CH:7][CH:8]=2)[C:3]=1[CH:14]=[O:15].ClC1C(=O)C(C#N)=C(C#N)C(=O)C=1Cl, predict the reaction product. (4) Given the reactants [Br:1][C:2]1[CH:3]=[CH:4][C:5]2[CH2:11][C:10](=[O:12])[C:9]3[C:13]([O:19]C)=[CH:14][C:15]([O:17]C)=[CH:16][C:8]=3[O:7][C:6]=2[CH:21]=1.Cl.N1C=CC=CC=1, predict the reaction product. The product is: [Br:1][C:2]1[CH:3]=[CH:4][C:5]2[CH2:11][C:10](=[O:12])[C:9]3[C:13]([OH:19])=[CH:14][C:15]([OH:17])=[CH:16][C:8]=3[O:7][C:6]=2[CH:21]=1. (5) Given the reactants [C:1]([O:5][C:6]([N:8]1[CH2:11][CH:10]([C:12]2[CH:38]=[CH:37]C3C4C(CCOC=3C=2)=CN(C2N(C3C=CC(F)=CC=3F)N=CN=2)N=4)C1)=[O:7])([CH3:4])([CH3:3])[CH3:2].Br[C:40]1[CH:61]=[CH:60][C:43]2[C:44]3[N:48]([CH2:49][CH2:50][O:51][C:42]=2[CH:41]=1)[CH:47]=[C:46]([C:52]1[N:53]([CH:57]([CH3:59])[CH3:58])[N:54]=[CH:55][N:56]=1)[N:45]=3, predict the reaction product. The product is: [C:1]([O:5][C:6]([N:8]1[CH2:11][CH2:10][CH:12]([C:40]2[CH:61]=[CH:60][C:43]3[C:44]4[N:48]([CH2:49][CH2:50][O:51][C:42]=3[CH:41]=2)[CH:47]=[C:46]([C:52]2[N:53]([CH:57]([CH3:59])[CH3:58])[N:54]=[CH:55][N:56]=2)[N:45]=4)[CH2:38][CH2:37]1)=[O:7])([CH3:2])([CH3:3])[CH3:4]. (6) Given the reactants [CH2:1]([O:3][C:4]([C:6]1[N:7]=[C:8]([NH2:11])[S:9][CH:10]=1)=[O:5])[CH3:2].[CH3:12][O:13][CH2:14][CH2:15][Br:16], predict the reaction product. The product is: [BrH:16].[NH:11]=[C:8]1[N:7]([CH2:15][CH2:14][O:13][CH3:12])[C:6]([C:4]([O:3][CH2:1][CH3:2])=[O:5])=[CH:10][S:9]1. (7) Given the reactants [Cl:1][C:2]1[CH:10]=[C:9]([CH:11]([O:13][CH2:14][C:15]2([C:28]3[CH:33]=[CH:32][C:31]([F:34])=[CH:30][CH:29]=3)[CH2:20][CH2:19][N:18]([C:21](OC(C)(C)C)=O)[CH2:17][CH2:16]2)[CH3:12])[C:8]2[C:4](=[CH:5][N:6]([CH:35]3[CH2:37][CH2:36]3)[N:7]=2)[CH:3]=1.C([BH3-])#N.[Na+].C=O, predict the reaction product. The product is: [Cl:1][C:2]1[CH:10]=[C:9]([CH:11]([O:13][CH2:14][C:15]2([C:28]3[CH:33]=[CH:32][C:31]([F:34])=[CH:30][CH:29]=3)[CH2:16][CH2:17][N:18]([CH3:21])[CH2:19][CH2:20]2)[CH3:12])[C:8]2[C:4](=[CH:5][N:6]([CH:35]3[CH2:37][CH2:36]3)[N:7]=2)[CH:3]=1. (8) Given the reactants Br[C:2]1[CH:3]=[CH:4][C:5]2[O:9][CH:8]=[CH:7][C:6]=2[CH:10]=1.[Br-].[CH2:12]([Zn+])[CH:13]([CH3:15])[CH3:14], predict the reaction product. The product is: [CH2:12]([C:2]1[CH:3]=[CH:4][C:5]2[O:9][CH:8]=[CH:7][C:6]=2[CH:10]=1)[CH:13]([CH3:15])[CH3:14]. (9) Given the reactants C([O:5][C:6](=[O:29])[CH:7]([CH:26]([CH3:28])[CH3:27])[NH:8][C:9]([C:11]1[CH:20]=[C:19]2[C:14]([C:15]([Cl:25])=[CH:16][N:17]=[C:18]2[NH:21][C:22]([NH2:24])=[NH:23])=[CH:13][CH:12]=1)=[O:10])(C)(C)C.[C:30]([C:34]([OH:36])=[O:35])([F:33])([F:32])[F:31], predict the reaction product. The product is: [F:31][C:30]([F:33])([F:32])[C:34]([OH:36])=[O:35].[Cl:25][C:15]1[C:14]2[C:19](=[CH:20][C:11]([C:9]([NH:8][CH:7]([C:6]([OH:29])=[O:5])[CH:26]([CH3:28])[CH3:27])=[O:10])=[CH:12][CH:13]=2)[C:18]([NH:21][C:22]([NH2:24])=[NH:23])=[N:17][CH:16]=1.